From a dataset of NCI-60 drug combinations with 297,098 pairs across 59 cell lines. Regression. Given two drug SMILES strings and cell line genomic features, predict the synergy score measuring deviation from expected non-interaction effect. (1) Drug 1: CC12CCC(CC1=CCC3C2CCC4(C3CC=C4C5=CN=CC=C5)C)O. Drug 2: CC1=C2C(C(=O)C3(C(CC4C(C3C(C(C2(C)C)(CC1OC(=O)C(C(C5=CC=CC=C5)NC(=O)OC(C)(C)C)O)O)OC(=O)C6=CC=CC=C6)(CO4)OC(=O)C)O)C)O. Cell line: T-47D. Synergy scores: CSS=37.9, Synergy_ZIP=9.01, Synergy_Bliss=11.4, Synergy_Loewe=7.02, Synergy_HSA=11.4. (2) Drug 1: CC1C(C(CC(O1)OC2CC(CC3=C2C(=C4C(=C3O)C(=O)C5=C(C4=O)C(=CC=C5)OC)O)(C(=O)CO)O)N)O.Cl. Drug 2: C1C(C(OC1N2C=NC3=C2NC=NCC3O)CO)O. Cell line: SW-620. Synergy scores: CSS=3.53, Synergy_ZIP=-2.29, Synergy_Bliss=-2.07, Synergy_Loewe=-0.995, Synergy_HSA=-0.958. (3) Drug 2: C1CCN(CC1)CCOC2=CC=C(C=C2)C(=O)C3=C(SC4=C3C=CC(=C4)O)C5=CC=C(C=C5)O. Cell line: HOP-62. Drug 1: CC(C1=C(C=CC(=C1Cl)F)Cl)OC2=C(N=CC(=C2)C3=CN(N=C3)C4CCNCC4)N. Synergy scores: CSS=8.72, Synergy_ZIP=15.6, Synergy_Bliss=15.0, Synergy_Loewe=11.1, Synergy_HSA=11.3. (4) Drug 1: CCCS(=O)(=O)NC1=C(C(=C(C=C1)F)C(=O)C2=CNC3=C2C=C(C=N3)C4=CC=C(C=C4)Cl)F. Drug 2: C1CC(C1)(C(=O)O)C(=O)O.[NH2-].[NH2-].[Pt+2]. Cell line: SF-295. Synergy scores: CSS=24.0, Synergy_ZIP=-1.85, Synergy_Bliss=-0.467, Synergy_Loewe=-5.69, Synergy_HSA=0.0961. (5) Drug 2: COC1=C2C(=CC3=C1OC=C3)C=CC(=O)O2. Synergy scores: CSS=10.7, Synergy_ZIP=0.611, Synergy_Bliss=3.85, Synergy_Loewe=-0.962, Synergy_HSA=3.59. Drug 1: CC1=C(C(CCC1)(C)C)C=CC(=CC=CC(=CC(=O)O)C)C. Cell line: MCF7. (6) Drug 1: CN(C)C1=NC(=NC(=N1)N(C)C)N(C)C. Drug 2: C(CN)CNCCSP(=O)(O)O. Cell line: HCT-15. Synergy scores: CSS=0.341, Synergy_ZIP=5.37, Synergy_Bliss=-0.0311, Synergy_Loewe=-1.17, Synergy_HSA=-0.934. (7) Drug 1: CC12CCC(CC1=CCC3C2CCC4(C3CC=C4C5=CN=CC=C5)C)O. Drug 2: CC1=C(C=C(C=C1)NC2=NC=CC(=N2)N(C)C3=CC4=NN(C(=C4C=C3)C)C)S(=O)(=O)N.Cl. Cell line: SF-268. Synergy scores: CSS=11.0, Synergy_ZIP=6.77, Synergy_Bliss=12.2, Synergy_Loewe=8.02, Synergy_HSA=8.30.